This data is from Catalyst prediction with 721,799 reactions and 888 catalyst types from USPTO. The task is: Predict which catalyst facilitates the given reaction. (1) Reactant: Br[Zn][CH2:3][C:4]([O:6][CH2:7][CH3:8])=[O:5].[C:9](#N)[C:10]1[CH:15]=[CH:14][C:13]([O:16][CH3:17])=[CH:12][CH:11]=1.Cl.C(OCC)(=[O:22])C. The catalyst class is: 1. Product: [CH3:17][O:16][C:13]1[CH:14]=[CH:15][C:10]([C:9](=[O:22])[CH2:3][C:4]([O:6][CH2:7][CH3:8])=[O:5])=[CH:11][CH:12]=1. (2) Reactant: [CH3:1][C:2]1[N:3]([CH2:29][C:30]([O:32]CC)=[O:31])[C:4]2[CH2:5][C:6]([CH3:28])([CH3:27])[CH2:7][CH2:8][C:9]=2[C:10]=1[S:11][C:12]1[CH:17]=[CH:16][C:15]([S:18]([N:21]2[CH2:26][CH2:25][O:24][CH2:23][CH2:22]2)(=[O:20])=[O:19])=[CH:14][CH:13]=1.[OH-].[Na+]. Product: [CH3:1][C:2]1[N:3]([CH2:29][C:30]([OH:32])=[O:31])[C:4]2[CH2:5][C:6]([CH3:28])([CH3:27])[CH2:7][CH2:8][C:9]=2[C:10]=1[S:11][C:12]1[CH:17]=[CH:16][C:15]([S:18]([N:21]2[CH2:22][CH2:23][O:24][CH2:25][CH2:26]2)(=[O:20])=[O:19])=[CH:14][CH:13]=1. The catalyst class is: 20. (3) Reactant: [CH2:1]=[C:2]1[O:6][C:5](=[O:7])[CH:4]=[C:3]1[C:8]1[CH:13]=[CH:12][CH:11]=[CH:10][CH:9]=1.CCOC(C)=O.C(Cl)Cl. Product: [CH3:1][CH:2]1[O:6][C:5](=[O:7])[CH:4]=[C:3]1[C:8]1[CH:13]=[CH:12][CH:11]=[CH:10][CH:9]=1. The catalyst class is: 29. (4) Reactant: C([O:3][C:4]([C:6]1[N:11]=[C:10]2[CH:12]=[CH:13][N:14]([CH2:15][CH:16]([F:18])[F:17])[C:9]2=[CH:8][C:7]=1[Cl:19])=[O:5])C.[OH-].[Na+]. Product: [Cl:19][C:7]1[CH:8]=[C:9]2[N:14]([CH2:15][CH:16]([F:17])[F:18])[CH:13]=[CH:12][C:10]2=[N:11][C:6]=1[C:4]([OH:5])=[O:3]. The catalyst class is: 1. (5) Reactant: C[O:2][C:3]1[CH:32]=[CH:31][C:6]([CH2:7][N:8]2[C:16]3[C:11](=[CH:12][C:13]([CH:17]=[C:18]4[S:22][C:21]([N:23]5[CH2:28][CH2:27][N:26]([CH3:29])[CH2:25][CH2:24]5)=[N:20][C:19]4=[O:30])=[CH:14][CH:15]=3)[CH:10]=[N:9]2)=[C:5]([C:33]([F:36])([F:35])[F:34])[CH:4]=1.B(Br)(Br)Br. Product: [OH:2][C:3]1[CH:32]=[CH:31][C:6]([CH2:7][N:8]2[C:16]3[C:11](=[CH:12][C:13]([CH:17]=[C:18]4[S:22][C:21]([N:23]5[CH2:28][CH2:27][N:26]([CH3:29])[CH2:25][CH2:24]5)=[N:20][C:19]4=[O:30])=[CH:14][CH:15]=3)[CH:10]=[N:9]2)=[C:5]([C:33]([F:36])([F:35])[F:34])[CH:4]=1. The catalyst class is: 2. (6) Reactant: [NH2:1][C:2]1[CH:7]=[CH:6][CH:5]=[CH:4][N:3]=1.[H-].[Na+].[Cl:10][C:11]1[C:16]([N+:17]([O-:19])=[O:18])=[C:15](Cl)[CH:14]=[C:13]([CH3:21])[N:12]=1.[NH4+].[Cl-]. Product: [Cl:10][C:11]1[C:16]([N+:17]([O-:19])=[O:18])=[C:15]([NH:1][C:2]2[CH:7]=[CH:6][CH:5]=[CH:4][N:3]=2)[CH:14]=[C:13]([CH3:21])[N:12]=1. The catalyst class is: 1. (7) Reactant: [CH3:1][C:2]1[CH:11]=[C:10]2[C:5]([CH:6]=[C:7]([C:12](OC)=[O:13])[CH:8]=[N:9]2)=[CH:4][CH:3]=1.[H-].[H-].[H-].[H-].[Li+].[Al+3]. Product: [CH3:1][C:2]1[CH:11]=[C:10]2[C:5]([CH:6]=[C:7]([CH2:12][OH:13])[CH:8]=[N:9]2)=[CH:4][CH:3]=1. The catalyst class is: 7. (8) Reactant: Cl[C:2]1[C:7]([C:8]#[N:9])=[CH:6][N:5]=[C:4]2[CH:10]=[CH:11][S:12][C:3]=12.[Cl:13][C:14]1[CH:19]=[C:18]([Cl:20])[CH:17]=[CH:16][C:15]=1[SH:21]. Product: [Cl:13][C:14]1[CH:19]=[C:18]([Cl:20])[CH:17]=[CH:16][C:15]=1[S:21][C:2]1[C:7]([C:8]#[N:9])=[CH:6][N:5]=[C:4]2[CH:10]=[CH:11][S:12][C:3]=12. The catalyst class is: 9. (9) Reactant: Cl.C(OC([N:9]1[CH2:14][CH2:13][N:12]([CH2:15][CH:16]2[CH2:21][CH2:20][CH2:19][CH2:18][N:17]2[CH3:22])[CH2:11][CH2:10]1)=O)(C)(C)C. Product: [CH3:22][N:17]1[CH2:18][CH2:19][CH2:20][CH2:21][CH:16]1[CH2:15][N:12]1[CH2:13][CH2:14][NH:9][CH2:10][CH2:11]1. The catalyst class is: 12. (10) The catalyst class is: 329. Reactant: FC(F)(F)[C:3]([OH:5])=[O:4].[CH2:8]([N:10]([CH3:45])[CH2:11][C:12]([N:14](C)[C:15]1[CH:20]=[CH:19][C:18]([N:21]2[CH2:26][CH2:25]C3C(C(F)(F)F)=NN(C4C=C(C=CC=4)C(N)=O)C=3C2=O)=[CH:17][CH:16]=1)=[O:13])C.[CH3:46]N(C)CC(O)=O.C(N(CC)CC)C.F[P-](F)(F)(F)(F)F.N1(O[P+](N2[CH2:92][CH2:91][CH2:90]C2)(N2CCCC2)N2CCCC2)C2C=CC=CC=2N=N1. Product: [CH3:45][N:10]([CH3:8])[CH2:11][C:12]([NH:14][C:15]1[CH:16]=[C:17]2[C:18](=[CH:19][CH:20]=1)[N:21]([C:3]([O:5][C:91]([CH3:90])([CH3:92])[CH3:46])=[O:4])[CH2:26][CH2:25]2)=[O:13].